Dataset: Reaction yield outcomes from USPTO patents with 853,638 reactions. Task: Predict the reaction yield, written as a fraction of the theoretical maximum amount of product (1.0 means a 100% yield; for example, 0.34 means a 34% yield). (1) The reactants are [C:1]([NH:5][C:6]1[C:7]([CH3:26])=[N:8][C:9]2[C:14]([N:15]=1)=[C:13]([C:16]1[NH:24][C:23]3[CH2:22][CH2:21][NH:20][C:19](=[O:25])[C:18]=3[CH:17]=1)[CH:12]=[CH:11][CH:10]=2)([CH3:4])([CH3:3])[CH3:2].[CH3:27][C:28](OC(C)=O)=[O:29]. The catalyst is CN(C1C=CN=CC=1)C.N1C=CC=CC=1. The product is [C:28]([N:20]1[CH2:21][CH2:22][C:23]2[NH:24][C:16]([C:13]3[CH:12]=[CH:11][CH:10]=[C:9]4[C:14]=3[N:15]=[C:6]([NH:5][C:1]([CH3:4])([CH3:3])[CH3:2])[C:7]([CH3:26])=[N:8]4)=[CH:17][C:18]=2[C:19]1=[O:25])(=[O:29])[CH3:27]. The yield is 0.220. (2) The reactants are [C:1]([C:5]1([SiH2:11][C:12]([O:27][C:28]([C:47]2[CH:48]=[N:49][C:50](Cl)=[CH:51][CH:52]=2)([SiH2:40][C:41]2[CH:46]=[CH:45][CH:44]=[CH:43][CH:42]=2)[SiH2:29][C:30]2([C:36]([CH3:39])([CH3:38])[CH3:37])[CH:35]=[CH:34][CH:33]=[CH:32][CH2:31]2)([C:20]2[CH:21]=[N:22][C:23](Cl)=[CH:24][CH:25]=2)[SiH2:13][C:14]2[CH:19]=[CH:18][CH:17]=[CH:16][CH:15]=2)[CH:10]=[CH:9][CH:8]=[CH:7][CH2:6]1)([CH3:4])([CH3:3])[CH3:2].[CH2:54](C([Sn])=C(CCCC)CCCC)[CH2:55]CC.[C:69]1(C)C=CC=C[CH:70]=1. The catalyst is C1C=CC([P]([Pd]([P](C2C=CC=CC=2)(C2C=CC=CC=2)C2C=CC=CC=2)([P](C2C=CC=CC=2)(C2C=CC=CC=2)C2C=CC=CC=2)[P](C2C=CC=CC=2)(C2C=CC=CC=2)C2C=CC=CC=2)(C2C=CC=CC=2)C2C=CC=CC=2)=CC=1. The product is [C:1]([C:5]1([SiH2:11][C:12]([O:27][C:28]([C:47]2[CH:48]=[N:49][C:50]([CH:69]=[CH2:70])=[CH:51][CH:52]=2)([SiH2:40][C:41]2[CH:46]=[CH:45][CH:44]=[CH:43][CH:42]=2)[SiH2:29][C:30]2([C:36]([CH3:39])([CH3:38])[CH3:37])[CH:35]=[CH:34][CH:33]=[CH:32][CH2:31]2)([C:20]2[CH:21]=[N:22][C:23]([CH:54]=[CH2:55])=[CH:24][CH:25]=2)[SiH2:13][C:14]2[CH:19]=[CH:18][CH:17]=[CH:16][CH:15]=2)[CH:10]=[CH:9][CH:8]=[CH:7][CH2:6]1)([CH3:4])([CH3:3])[CH3:2]. The yield is 0.893. (3) The reactants are [NH2:1][C:2]1[N:7]=[CH:6][N:5]=[C:4]2[N:8]([CH2:12][C:13]3[N:14]([C:25]4[CH:30]=[CH:29][CH:28]=[CH:27][C:26]=4[CH3:31])[C:15](=[O:24])[C:16]4[C:21]([CH:22]=3)=[CH:20][CH:19]=[CH:18][C:17]=4[CH3:23])[N:9]=[C:10](I)[C:3]=12.[CH3:32][C@@H:33]([OH:36])[C:34]#[CH:35].N(C(C)C)C(C)C. The catalyst is C1COCC1.Cl[Pd](Cl)([P](C1C=CC=CC=1)(C1C=CC=CC=1)C1C=CC=CC=1)[P](C1C=CC=CC=1)(C1C=CC=CC=1)C1C=CC=CC=1.[Cu]I. The product is [NH2:1][C:2]1[N:7]=[CH:6][N:5]=[C:4]2[N:8]([CH2:12][C:13]3[N:14]([C:25]4[CH:30]=[CH:29][CH:28]=[CH:27][C:26]=4[CH3:31])[C:15](=[O:24])[C:16]4[C:21]([CH:22]=3)=[CH:20][CH:19]=[CH:18][C:17]=4[CH3:23])[N:9]=[C:10]([C:35]#[C:34][C@H:33]([OH:36])[CH3:32])[C:3]=12. The yield is 0.700. (4) The reactants are [Cl:1][C:2]1[CH:31]=[CH:30][C:5]([O:6][CH2:7][CH2:8][N:9]2[C:17]3[CH:16]=[CH:15][CH:14]=[CH:13][C:12]=3[C:11]3[CH2:18][CH2:19][N:20](C(OC(C)(C)C)=O)[CH2:21][CH2:22][C:10]2=3)=[CH:4][CH:3]=1.C(C(O)=O)(F)(F)F. The catalyst is C(Cl)Cl. The product is [ClH:1].[CH2:18]1[C:11]2[C:12]3[CH:13]=[CH:14][CH:15]=[CH:16][C:17]=3[N:9]([CH2:8][CH2:7][O:6][C:5]3[CH:4]=[CH:3][C:2]([Cl:1])=[CH:31][CH:30]=3)[C:10]=2[CH2:22][CH2:21][NH:20][CH2:19]1. The yield is 0.940. (5) The reactants are [Cl:1][C:2]1[N:3]=[C:4](Cl)[C:5]2[CH2:10][O:9][CH:8]([C:11]3[CH:16]=[CH:15][C:14]([F:17])=[CH:13][CH:12]=3)[C:6]=2[N:7]=1.Cl.[CH2:20]([NH2:22])[CH3:21]. No catalyst specified. The product is [Cl:1][C:2]1[N:3]=[C:4]([NH:22][CH2:20][CH3:21])[C:5]2[CH2:10][O:9][CH:8]([C:11]3[CH:16]=[CH:15][C:14]([F:17])=[CH:13][CH:12]=3)[C:6]=2[N:7]=1. The yield is 0.296. (6) The reactants are Cl[C:2]1[CH:7]=[C:6](Cl)[N:5]=[CH:4][N:3]=1.[CH3:9][O:10][C:11]1[CH:16]=[CH:15][CH:14]=[CH:13][C:12]=1B(O)O.C([O-])(O)=O.[Na+].[Cl:25]CCl. The catalyst is C(COC)OC.O.Cl[Pd](Cl)([P](C1C=CC=CC=1)(C1C=CC=CC=1)C1C=CC=CC=1)[P](C1C=CC=CC=1)(C1C=CC=CC=1)C1C=CC=CC=1. The product is [Cl:25][C:4]1[N:5]=[C:6]([C:12]2[CH:13]=[CH:14][CH:15]=[CH:16][C:11]=2[O:10][CH3:9])[CH:7]=[CH:2][N:3]=1. The yield is 0.730. (7) The reactants are [CH2:1]([CH:8]([C:12](O)=O)[C:9]([OH:11])=[O:10])[C:2]1[CH:7]=[CH:6][CH:5]=[CH:4][CH:3]=1.C=O.C(NCC)C.Cl. The catalyst is C(OCC)(=O)C.O. The product is [CH2:12]=[C:8]([CH2:1][C:2]1[CH:7]=[CH:6][CH:5]=[CH:4][CH:3]=1)[C:9]([OH:11])=[O:10]. The yield is 0.900. (8) The reactants are Br[C:2]1[CH:7]=[CH:6][C:5]([CH:8]2[O:13][CH2:12][C:11]([CH3:15])([CH3:14])[CH2:10][O:9]2)=[CH:4][CH:3]=1.[Mg].[CH2:17](Br)[CH:18]=[CH2:19]. The catalyst is C1COCC1. The product is [CH2:19]([C:2]1[CH:7]=[CH:6][C:5]([CH:8]2[O:13][CH2:12][C:11]([CH3:15])([CH3:14])[CH2:10][O:9]2)=[CH:4][CH:3]=1)[CH:18]=[CH2:17]. The yield is 0.590. (9) The reactants are [NH2:1][C:2]1[CH:11]=[C:10]([I:12])[CH:9]=[CH:8][C:3]=1[C:4]([O:6][CH3:7])=[O:5].CCN(C(C)C)C(C)C.[C:22]([CH2:26][CH2:27][C:28](Cl)=[O:29])([O:24][CH3:25])=[O:23].O. The catalyst is C(Cl)Cl.CN(C1C=CN=CC=1)C. The product is [I:12][C:10]1[CH:9]=[CH:8][C:3]([C:4]([O:6][CH3:7])=[O:5])=[C:2]([NH:1][C:28](=[O:29])[CH2:27][CH2:26][C:22]([O:24][CH3:25])=[O:23])[CH:11]=1. The yield is 0.990. (10) The catalyst is CN(C=O)C.O. The reactants are [F:1][C:2]1[CH:3]=[CH:4][C:5]([CH2:28][CH2:29][C:30]2[CH:35]=[CH:34][C:33]([OH:36])=[CH:32][C:31]=2[CH3:37])=[C:6]([C:8]2[N:13]=[C:12]([N:14]3[C:18]([C:19]([F:22])([F:21])[F:20])=[C:17]([C:23]([O:25][CH2:26][CH3:27])=[O:24])[CH:16]=[N:15]3)[CH:11]=[CH:10][CH:9]=2)[CH:7]=1.C([O-])([O-])=O.[K+].[K+].Br[CH2:45][CH2:46][CH2:47][C:48]([F:51])([F:50])[F:49]. The product is [F:1][C:2]1[CH:3]=[CH:4][C:5]([CH2:28][CH2:29][C:30]2[CH:35]=[CH:34][C:33]([O:36][CH2:45][CH2:46][CH2:47][C:48]([F:51])([F:50])[F:49])=[CH:32][C:31]=2[CH3:37])=[C:6]([C:8]2[N:13]=[C:12]([N:14]3[C:18]([C:19]([F:22])([F:20])[F:21])=[C:17]([C:23]([O:25][CH2:26][CH3:27])=[O:24])[CH:16]=[N:15]3)[CH:11]=[CH:10][CH:9]=2)[CH:7]=1. The yield is 0.725.